Dataset: Reaction yield outcomes from USPTO patents with 853,638 reactions. Task: Predict the reaction yield, written as a fraction of the theoretical maximum amount of product (1.0 means a 100% yield; for example, 0.34 means a 34% yield). (1) The catalyst is CN(C=O)C. The yield is 0.432. The reactants are CS(O[CH2:6][C:7]1([N:20]2[C:24]([NH2:25])=[C:23]([C:26]#[N:27])[C:22]([C:28]3[CH:33]=[CH:32][C:31]([O:34][C:35]4[CH:40]=[CH:39][CH:38]=[CH:37][CH:36]=4)=[CH:30][CH:29]=3)=[N:21]2)[CH2:12][CH2:11][N:10]([CH2:13][C:14]2[CH:19]=[CH:18][CH:17]=[CH:16][CH:15]=2)[CH2:9][CH2:8]1)(=O)=O.C([O-])([O-])=O.[Cs+].[Cs+]. The product is [CH2:13]([N:10]1[CH2:11][CH2:12][C:7]2([N:20]3[N:21]=[C:22]([C:28]4[CH:33]=[CH:32][C:31]([O:34][C:35]5[CH:40]=[CH:39][CH:38]=[CH:37][CH:36]=5)=[CH:30][CH:29]=4)[C:23]([C:26]#[N:27])=[C:24]3[NH:25][CH2:6]2)[CH2:8][CH2:9]1)[C:14]1[CH:15]=[CH:16][CH:17]=[CH:18][CH:19]=1. (2) The reactants are [Cl:1][C:2]1[CH:10]=[C:9]2[C:5]([C:6]([C:11]([N:13]3[CH2:18][CH2:17][C:16]4([C:22]5[CH:23]=[CH:24][CH:25]=[CH:26][C:21]=5[CH2:20][O:19]4)[CH2:15][CH2:14]3)=[O:12])=[CH:7][NH:8]2)=[CH:4][CH:3]=1.Br[CH2:28][CH:29]1[CH2:31][O:30]1. No catalyst specified. The product is [Cl:1][C:2]1[CH:10]=[C:9]2[C:5]([C:6]([C:11]([N:13]3[CH2:18][CH2:17][C:16]4([C:22]5[CH:23]=[CH:24][CH:25]=[CH:26][C:21]=5[CH2:20][O:19]4)[CH2:15][CH2:14]3)=[O:12])=[CH:7][N:8]2[CH2:28][CH:29]2[CH2:31][O:30]2)=[CH:4][CH:3]=1. The yield is 0.470. (3) The reactants are Br[C:2]1[N:7]=[C:6]2[N:8]([CH2:13][CH2:14][CH:15]3[CH2:20][CH2:19][O:18][CH2:17][CH2:16]3)[C:9](=[O:12])[CH2:10][NH:11][C:5]2=[N:4][CH:3]=1.Br[C:22]1[N:23]=[C:24]([NH:35][CH2:36][CH2:37][CH:38]2[CH2:43][CH2:42]OCC2)C(NCC(OCC)=O)=NC=1.Cl. The catalyst is C(O)C. The product is [NH:35]1[C:24]2=[N:23][CH:22]=[C:42]([C:2]3[N:7]=[C:6]4[N:8]([CH2:13][CH2:14][CH:15]5[CH2:20][CH2:19][O:18][CH2:17][CH2:16]5)[C:9](=[O:12])[CH2:10][NH:11][C:5]4=[N:4][CH:3]=3)[CH:43]=[C:38]2[CH:37]=[CH:36]1. The yield is 1.00. (4) The reactants are [CH2:1]([O:3][CH2:4][O:5][C:6]1[C:13]([CH3:14])=[CH:12][CH:11]=[CH:10][C:7]=1[CH2:8]O)[CH3:2].C1(P(C2C=CC=CC=2)C2C=CC=CC=2)C=CC=CC=1.C1C(=O)N([Br:41])C(=O)C1. The catalyst is C(Cl)Cl. The product is [CH2:1]([O:3][CH2:4][O:5][C:6]1[C:13]([CH3:14])=[CH:12][CH:11]=[CH:10][C:7]=1[CH2:8][Br:41])[CH3:2]. The yield is 0.770. (5) The reactants are Br[C:2]1[CH:7]=[C:6]([CH3:8])[CH:5]=[C:4]([CH3:9])[C:3]=1[OH:10].[S:11]1[CH:15]=[CH:14][CH:13]=[C:12]1B(O)O.C(=O)([O-])[O-].[Na+].[Na+]. The catalyst is C(COC)OC.O. The product is [CH3:9][C:4]1[CH:5]=[C:6]([CH3:8])[CH:7]=[C:2]([C:12]2[S:11][CH:15]=[CH:14][CH:13]=2)[C:3]=1[OH:10]. The yield is 0.450. (6) The reactants are [CH3:1][O:2][C:3](=[O:22])[C:4]([CH3:21])([N+:18]([O-])=O)[CH2:5][C:6]1[C:14]2[C:9](=[CH:10][CH:11]=[C:12]([O:15][CH2:16][CH3:17])[CH:13]=2)[NH:8][CH:7]=1. The catalyst is CO. The product is [CH3:1][O:2][C:3](=[O:22])[C:4]([NH2:18])([CH3:21])[CH2:5][C:6]1[C:14]2[C:9](=[CH:10][CH:11]=[C:12]([O:15][CH2:16][CH3:17])[CH:13]=2)[NH:8][CH:7]=1. The yield is 0.900. (7) The reactants are [Cl:1][C:2]1[C:3]([I:11])=[C:4](F)[C:5]([C:8]#[N:9])=[N:6][CH:7]=1.[NH2:12][CH:13]([CH2:16][CH3:17])[CH2:14][CH3:15]. No catalyst specified. The product is [Cl:1][C:2]1[C:3]([I:11])=[C:4]([NH:12][CH:13]([CH2:16][CH3:17])[CH2:14][CH3:15])[C:5]([C:8]#[N:9])=[N:6][CH:7]=1. The yield is 1.00.